Task: Predict the reactants needed to synthesize the given product.. Dataset: Full USPTO retrosynthesis dataset with 1.9M reactions from patents (1976-2016) (1) Given the product [N:19]1([CH2:18][CH2:17][CH2:16][CH2:15][N:12]2[C:11]([O:26][CH3:27])=[N:10][C:9]3[C:13]2=[N:14][C:6]([O:41][C@@H:37]([CH3:36])[CH2:38][CH2:39][CH3:40])=[N:7][C:8]=3[NH2:28])[CH2:20][CH2:21][CH2:22][CH2:23][CH2:24][CH2:25]1, predict the reactants needed to synthesize it. The reactants are: C(N[C:6]1[N:14]=[C:13]2[C:9]([N:10]=[C:11]([O:26][CH3:27])[N:12]2[CH2:15][CH2:16][CH2:17][CH2:18][N:19]2[CH2:25][CH2:24][CH2:23][CH2:22][CH2:21][CH2:20]2)=[C:8]([NH2:28])[N:7]=1)CCC.FC(F)(F)C(O)=O.[CH3:36][C@H:37]([O:41]C1NC(N)=C2C(N=1)=NC(OC)=N2)[CH2:38][CH2:39][CH3:40].BrCCCCCl.N1CCCCCC1. (2) Given the product [CH:31]1([N:15]([CH2:16][C:17]2[C:25]3[C:20](=[CH:21][CH:22]=[CH:23][CH:24]=3)[N:19]([CH2:26][CH2:27][CH2:28][O:29][CH3:30])[CH:18]=2)[C:14]([C@@H:12]2[CH2:11][C@H:10]([NH:35][C:37]3[CH:42]=[C:41]([Cl:43])[N:40]=[CH:39][N:38]=3)[CH2:9][NH:8][CH2:13]2)=[O:34])[CH2:32][CH2:33]1, predict the reactants needed to synthesize it. The reactants are: C(OC([N:8]1[CH2:13][C@H:12]([C:14](=[O:34])[N:15]([CH:31]2[CH2:33][CH2:32]2)[CH2:16][C:17]2[C:25]3[C:20](=[CH:21][CH:22]=[CH:23][CH:24]=3)[N:19]([CH2:26][CH2:27][CH2:28][O:29][CH3:30])[CH:18]=2)[CH2:11][C@H:10]([NH2:35])[CH2:9]1)=O)(C)(C)C.Cl[C:37]1[CH:42]=[C:41]([Cl:43])[N:40]=[CH:39][N:38]=1.[Si](OS(C(F)(F)F)(=O)=O)(C)(C)C.N1C(C)=CC=CC=1C.